Dataset: Full USPTO retrosynthesis dataset with 1.9M reactions from patents (1976-2016). Task: Predict the reactants needed to synthesize the given product. (1) The reactants are: [O:1]=[C:2]([N:6]([CH:30]([C:32]1[CH:37]=[CH:36][C:35]([C:38]([F:41])([F:40])[F:39])=[CH:34][CH:33]=1)[CH3:31])[CH2:7][C:8]1[CH:13]=[CH:12][C:11]([C:14]2[O:18][N:17]=[C:16]([CH2:19][CH2:20][CH2:21][CH2:22][CH2:23][CH2:24][CH2:25][CH2:26][CH2:27][CH2:28][CH3:29])[N:15]=2)=[CH:10][CH:9]=1)[C:3]([OH:5])=[O:4].[CH3:42][NH:43][CH2:44][C@@H:45]([C@H:47]([C@@H:49]([C@@H:51]([CH2:53][OH:54])[OH:52])[OH:50])[OH:48])[OH:46]. Given the product [CH3:42][NH:43][CH2:44][C@@H:45]([C@H:47]([C@@H:49]([C@@H:51]([CH2:53][OH:54])[OH:52])[OH:50])[OH:48])[OH:46].[O:1]=[C:2]([N:6]([CH:30]([C:32]1[CH:37]=[CH:36][C:35]([C:38]([F:41])([F:40])[F:39])=[CH:34][CH:33]=1)[CH3:31])[CH2:7][C:8]1[CH:9]=[CH:10][C:11]([C:14]2[O:18][N:17]=[C:16]([CH2:19][CH2:20][CH2:21][CH2:22][CH2:23][CH2:24][CH2:25][CH2:26][CH2:27][CH2:28][CH3:29])[N:15]=2)=[CH:12][CH:13]=1)[C:3]([OH:5])=[O:4], predict the reactants needed to synthesize it. (2) Given the product [OH:17][C@H:15]1[CH2:16][N:12]([C:10](=[O:11])[C@@H:9]([NH:8][C:6](=[O:7])[O:5][C:1]([CH3:2])([CH3:4])[CH3:3])[C@@H:21]([O:24][CH2:25][CH2:26][CH2:27][CH:28]=[CH2:29])[CH2:22][CH3:23])[C@H:13]([C:18](=[O:20])[NH:37][C@:38]2([C:43](=[O:44])[NH:45][S:46]([C:49]3([CH3:52])[CH2:51][CH2:50]3)(=[O:48])=[O:47])[CH2:40][C@H:39]2[CH:41]=[CH2:42])[CH2:14]1, predict the reactants needed to synthesize it. The reactants are: [C:1]([O:5][C:6]([NH:8][C@@H:9]([C@@H:21]([O:24][CH2:25][CH2:26][CH2:27][CH:28]=[CH2:29])[CH2:22][CH3:23])[C:10]([N:12]1[CH2:16][C@H:15]([OH:17])[CH2:14][C@H:13]1[C:18]([OH:20])=O)=[O:11])=[O:7])([CH3:4])([CH3:3])[CH3:2].FC(F)(F)C(O)=O.[NH2:37][C@:38]1([C:43]([NH:45][S:46]([C:49]2([CH3:52])[CH2:51][CH2:50]2)(=[O:48])=[O:47])=[O:44])[CH2:40][C@H:39]1[CH:41]=[CH2:42].CN(C(ON1N=NC2C=CC=NC1=2)=[N+](C)C)C.F[P-](F)(F)(F)(F)F.C(N(CC)C(C)C)(C)C. (3) Given the product [Cl:13][C:14]1[CH:15]=[CH:16][C:17]([C:20]2[NH:12][C:11]3[N:10]([N:9]=[CH:8][C:7]=3[C:5]3[O:6][C:2]([CH3:1])=[CH:3][N:4]=3)[C:22](=[O:23])[CH:21]=2)=[CH:18][CH:19]=1, predict the reactants needed to synthesize it. The reactants are: [CH3:1][C:2]1[O:6][C:5]([C:7]2[CH:8]=[N:9][NH:10][C:11]=2[NH2:12])=[N:4][CH:3]=1.[Cl:13][C:14]1[CH:19]=[CH:18][C:17]([C:20](=O)[CH2:21][C:22](OCC)=[O:23])=[CH:16][CH:15]=1.CC1C=CC(S(O)(=O)=O)=CC=1. (4) Given the product [CH2:33]1[CH2:34][CH2:29][N:30]2[C:4](=[N:3][CH2:38][CH2:35][CH2:31]2)[CH2:5][CH2:32]1, predict the reactants needed to synthesize it. The reactants are: O1[CH:5]=[CH:4][N:3]=C1.C1C=CC(P(C2C=CC=CC=2)C2C=CC=CC=2)=CC=1.C([C:29]1[CH:34]=[CH:33][CH:32]=[C:31]([C:35]([CH3:38])(C)C)[N:30]=1)(C)(C)C.BrC(Br)(Cl)C(Cl)(Cl)Cl. (5) Given the product [NH2:14][C:3]1[CH:4]=[C:5]([C@@H:8]2[CH2:12][NH:11][C:10](=[O:13])[CH2:9]2)[CH:6]=[CH:7][C:2]=1[Cl:1], predict the reactants needed to synthesize it. The reactants are: [Cl:1][C:2]1[CH:7]=[CH:6][C:5]([C@@H:8]2[CH2:12][NH:11][C:10](=[O:13])[CH2:9]2)=[CH:4][C:3]=1[N+:14]([O-])=O. (6) Given the product [C:19]1([CH3:18])[CH:24]=[CH:23][CH:22]=[CH:21][C:20]=1[C:2]1[CH:3]=[C:4]2[C:9](=[CH:10][CH:11]=1)[N:8]=[CH:7][C:6]([CH:12]=[CH:13][C:14]([O:16][CH3:17])=[O:15])=[CH:5]2, predict the reactants needed to synthesize it. The reactants are: Br[C:2]1[CH:3]=[C:4]2[C:9](=[CH:10][CH:11]=1)[N:8]=[CH:7][C:6]([CH:12]=[CH:13][C:14]([O:16][CH3:17])=[O:15])=[CH:5]2.[CH3:18][C:19]1[CH:24]=[CH:23][CH:22]=[CH:21][C:20]=1B(O)O.C([O-])(=O)C.[K+].BrC1C=CC2C(=CC=CC=2)N=1.